Dataset: Full USPTO retrosynthesis dataset with 1.9M reactions from patents (1976-2016). Task: Predict the reactants needed to synthesize the given product. (1) Given the product [CH2:6]([O:5][C:1]([CH2:2][O:3][C:2](=[O:3])[C@@H:1]([OH:4])[CH2:18][C:16]([OH:15])=[O:17])=[O:4])[C:7]1[CH:12]=[CH:11][CH:10]=[CH:9][CH:8]=1, predict the reactants needed to synthesize it. The reactants are: [C:1]([O:5][CH2:6][C:7]1[CH:12]=[CH:11][CH:10]=[CH:9][CH:8]=1)(=[O:4])[CH2:2][OH:3].CC[O:15][C:16]([CH3:18])=[O:17]. (2) Given the product [CH3:14][O:13][C:11]([C:7]1[CH:6]=[C:5]2[C:10](=[CH:9][CH:8]=1)[N+:1]([O-:23])=[CH:2][CH:3]=[CH:4]2)=[O:12], predict the reactants needed to synthesize it. The reactants are: [N:1]1[C:10]2[C:5](=[CH:6][C:7]([C:11]([O:13][CH3:14])=[O:12])=[CH:8][CH:9]=2)[CH:4]=[CH:3][CH:2]=1.C1C=C(Cl)C=C(C(OO)=[O:23])C=1.C([O-])(O)=O.[Na+]. (3) Given the product [CH:6]1([CH2:5][C@H:4]([N:12]2[CH2:16][C:15]([O:17][C:18]3[CH:23]=[CH:22][CH:21]=[CH:20][C:19]=3[S:24][CH3:25])=[CH:14][C:13]2=[O:26])[C:3]([OH:27])=[O:2])[CH2:11][CH2:10][CH2:9][CH2:8][CH2:7]1, predict the reactants needed to synthesize it. The reactants are: C[O:2][C:3](=[O:27])[C@@H:4]([N:12]1[CH2:16][C:15]([O:17][C:18]2[CH:23]=[CH:22][CH:21]=[CH:20][C:19]=2[S:24][CH3:25])=[CH:14][C:13]1=[O:26])[CH2:5][CH:6]1[CH2:11][CH2:10][CH2:9][CH2:8][CH2:7]1.[OH-].[Li+]. (4) Given the product [F:16][C:13]1[CH:14]=[C:15]2[C:10]([CH2:9][CH2:8][C@H:7]2[NH:6][CH:22]([CH3:24])[CH3:21])=[CH:11][C:12]=1[C:17]([O:19][CH3:20])=[O:18], predict the reactants needed to synthesize it. The reactants are: C(O)(=O)C.Cl.[NH2:6][C@H:7]1[C:15]2[C:10](=[CH:11][C:12]([C:17]([O:19][CH3:20])=[O:18])=[C:13]([F:16])[CH:14]=2)[CH2:9][CH2:8]1.[CH3:21][C:22]([CH3:24])=O.[BH4-].[Na+]. (5) Given the product [Cl:2][C:3]1[CH:8]=[CH:7][C:6]([NH:9][NH2:10])=[CH:5][CH:4]=1, predict the reactants needed to synthesize it. The reactants are: Cl.[Cl:2][C:3]1[CH:8]=[CH:7][C:6]([NH:9][NH2:10])=[CH:5][CH:4]=1.C(OCC)C.C(=O)(O)[O-].[Na+].